Dataset: Full USPTO retrosynthesis dataset with 1.9M reactions from patents (1976-2016). Task: Predict the reactants needed to synthesize the given product. (1) Given the product [OH:4][C:5]1[CH:6]=[N:7][CH:8]=[CH:9][C:10]=1[CH:11]=[O:12], predict the reactants needed to synthesize it. The reactants are: COC[O:4][C:5]1[CH:6]=[N:7][CH:8]=[CH:9][C:10]=1[CH:11]=[O:12].Cl.C([O-])([O-])=O.[K+].[K+]. (2) Given the product [F:6][C:7]1[CH:8]=[CH:9][C:10]2[S:15][NH:13][C:12](=[O:17])[C:11]=2[CH:14]=1, predict the reactants needed to synthesize it. The reactants are: OS(O)(=O)=O.[F:6][C:7]1[CH:8]=[CH:9][C:10]([SH:15])=[C:11]([CH:14]=1)[C:12]#[N:13].C([O-])(O)=[O:17].[Na+]. (3) The reactants are: [F:1][C:2]([F:13])([F:12])[C:3]([N:5]1[CH2:10][CH2:9][C:8](=O)[CH2:7][CH2:6]1)=[O:4].[Cl:14][C:15]1[CH:22]=[CH:21][C:18]([CH2:19][NH2:20])=[CH:17][CH:16]=1. Given the product [Cl:14][C:15]1[CH:22]=[CH:21][C:18]([CH2:19][NH:20][CH:8]2[CH2:9][CH2:10][N:5]([C:3](=[O:4])[C:2]([F:13])([F:12])[F:1])[CH2:6][CH2:7]2)=[CH:17][CH:16]=1, predict the reactants needed to synthesize it. (4) Given the product [Br:1][C:2]1[CH:11]=[CH:10][C:5]2[N:6]=[C:7]([NH:19][CH2:18][CH:12]3[CH2:17][CH2:16][CH2:15][CH2:14][CH2:13]3)[S:8][C:4]=2[CH:3]=1, predict the reactants needed to synthesize it. The reactants are: [Br:1][C:2]1[CH:11]=[CH:10][C:5]2[N:6]=[C:7](Cl)[S:8][C:4]=2[CH:3]=1.[CH:12]1([CH2:18][NH2:19])[CH2:17][CH2:16][CH2:15][CH2:14][CH2:13]1.C(N(CC)CC)C. (5) Given the product [Br:4][CH2:14][CH:13]([C:10]1[CH:9]=[CH:8][C:7]([CH2:5][CH3:6])=[CH:12][N:11]=1)[OH:15], predict the reactants needed to synthesize it. The reactants are: BrBr.[K+].[Br-:4].[CH2:5]([C:7]1[CH:8]=[CH:9][C:10]([CH:13]=[CH2:14])=[N:11][CH:12]=1)[CH3:6].[OH2:15]. (6) Given the product [O:37]([CH2:20][CH2:19][CH2:18][O:17][C:14]1[CH:15]=[C:16]2[C:11](=[CH:12][CH:13]=1)[O:10][C:9]([C:22]1[N:27]=[CH:26][N:25]3[CH:28]=[CH:29][CH:30]=[C:24]3[CH:23]=1)=[CH:8][C:7]2=[N:6][OH:5])[C:31]1[CH:36]=[CH:35][CH:34]=[CH:33][CH:32]=1, predict the reactants needed to synthesize it. The reactants are: C([O:5][N:6]=[C:7]1[C:16]2[C:11](=[CH:12][CH:13]=[C:14]([O:17][CH2:18][CH2:19][CH2:20]Cl)[CH:15]=2)[O:10][C:9]([C:22]2[N:27]=[CH:26][N:25]3[CH:28]=[CH:29][CH:30]=[C:24]3[CH:23]=2)=[CH:8]1)(C)(C)C.[C:31]1([OH:37])[CH:36]=[CH:35][CH:34]=[CH:33][CH:32]=1.